From a dataset of Full USPTO retrosynthesis dataset with 1.9M reactions from patents (1976-2016). Predict the reactants needed to synthesize the given product. (1) Given the product [C:1]12([C:11]3[C:12]([OH:32])=[CH:13][C:14]([OH:31])=[C:15]([CH:30]=3)[C:16]([NH:18][CH2:19][C:20]3[CH:25]=[C:24]([O:26][CH3:27])[CH:23]=[C:22]([OH:28])[CH:21]=3)=[O:17])[CH2:8][CH:7]3[CH2:9][CH:3]([CH2:4][CH:5]([CH2:6]3)[CH2:10]1)[CH2:2]2, predict the reactants needed to synthesize it. The reactants are: [C:1]12([C:11]3[C:12]([OH:32])=[CH:13][C:14]([OH:31])=[C:15]([CH:30]=3)[C:16]([NH:18][CH2:19][C:20]3[CH:25]=[C:24]([O:26][CH3:27])[CH:23]=[C:22]([O:28]C)[CH:21]=3)=[O:17])[CH2:10][CH:5]3[CH2:6][CH:7]([CH2:9][CH:3]([CH2:4]3)[CH2:2]1)[CH2:8]2.B(Br)(Br)Br.CO. (2) Given the product [ClH:34].[F:8][C:6]1[C:5]([CH3:9])=[CH:4][C:3]2[N:10]([CH:11]3[CH2:12][CH2:13][N:14]([C@H:17]4[CH2:22][CH2:21][C@H:20]([O:23][CH3:24])[CH2:19][CH2:18]4)[CH2:15][CH2:16]3)[C:35](=[O:37])[NH:1][C:2]=2[CH:7]=1, predict the reactants needed to synthesize it. The reactants are: [NH2:1][C:2]1[CH:7]=[C:6]([F:8])[C:5]([CH3:9])=[CH:4][C:3]=1[NH:10][CH:11]1[CH2:16][CH2:15][N:14]([C@H:17]2[CH2:22][CH2:21][C@H:20]([O:23][CH3:24])[CH2:19][CH2:18]2)[CH2:13][CH2:12]1.C(N(C(C)C)CC)(C)C.[Cl:34][C:35](Cl)([O:37]C(=O)OC(Cl)(Cl)Cl)Cl.C([O-])(O)=O.[Na+]. (3) The reactants are: [CH3:1][O:2][C:3]1[CH:4]=[C:5]([CH:8]=[C:9]([O:13][CH3:14])[C:10]=1[O:11][CH3:12])[CH2:6]Cl.[NH:15]1[CH2:20][CH2:19][NH:18][CH2:17][CH2:16]1. Given the product [CH3:1][O:2][C:3]1[CH:4]=[C:5]([CH:8]=[C:9]([O:13][CH3:14])[C:10]=1[O:11][CH3:12])[CH2:6][N:15]1[CH2:20][CH2:19][NH:18][CH2:17][CH2:16]1, predict the reactants needed to synthesize it. (4) Given the product [CH3:17][O:16][C:3]1[CH:4]=[C:5]([CH2:8][C:9]([O:11][C:12]([CH3:14])([CH3:13])[CH3:15])=[O:10])[CH:6]=[CH:7][C:2]=1[NH:1][C:34]([NH:33][C:28]1[CH:29]=[CH:30][CH:31]=[CH:32][C:27]=1[C:26]([F:25])([F:36])[F:37])=[O:35], predict the reactants needed to synthesize it. The reactants are: [NH2:1][C:2]1[CH:7]=[CH:6][C:5]([CH2:8][C:9]([O:11][C:12]([CH3:15])([CH3:14])[CH3:13])=[O:10])=[CH:4][C:3]=1[O:16][CH3:17].CCN(CC)CC.[F:25][C:26]([F:37])([F:36])[C:27]1[CH:32]=[CH:31][CH:30]=[CH:29][C:28]=1[N:33]=[C:34]=[O:35]. (5) Given the product [ClH:51].[ClH:51].[ClH:51].[NH2:23][CH2:22][C@H:21]([N:20]([CH2:41][CH:42]([CH3:44])[CH3:43])[C:18]([C:8]1[C:9]([NH:11][CH2:12][C:13]2[O:14][CH:15]=[CH:16][CH:17]=2)=[N:10][C:5]([C:1]([CH3:4])([CH3:3])[CH3:2])=[N:6][CH:7]=1)=[O:19])[C:31](=[O:40])[NH:32][CH2:33][C:34]1[CH:39]=[CH:38][CH:37]=[CH:36][N:35]=1, predict the reactants needed to synthesize it. The reactants are: [C:1]([C:5]1[N:10]=[C:9]([NH:11][CH2:12][C:13]2[O:14][CH:15]=[CH:16][CH:17]=2)[C:8]([C:18]([N:20]([CH2:41][CH:42]([CH3:44])[CH3:43])[C@H:21]([C:31](=[O:40])[NH:32][CH2:33][C:34]2[CH:39]=[CH:38][CH:37]=[CH:36][N:35]=2)[CH2:22][NH:23]C(=O)OC(C)(C)C)=[O:19])=[CH:7][N:6]=1)([CH3:4])([CH3:3])[CH3:2].C(OCC)(=O)C.[ClH:51]. (6) Given the product [Si:1]([O:8][C@@H:9]1[C@@H:13]([CH:14]=[O:15])[CH2:12][N:11]([C:16]([O:18][C:19]([CH3:22])([CH3:21])[CH3:20])=[O:17])[CH2:10]1)([C:4]([CH3:7])([CH3:6])[CH3:5])([CH3:3])[CH3:2], predict the reactants needed to synthesize it. The reactants are: [Si:1]([O:8][C@@H:9]1[C@@H:13]([CH2:14][OH:15])[CH2:12][N:11]([C:16]([O:18][C:19]([CH3:22])([CH3:21])[CH3:20])=[O:17])[CH2:10]1)([C:4]([CH3:7])([CH3:6])[CH3:5])([CH3:3])[CH3:2].CC(OI1(OC(C)=O)(OC(C)=O)OC(=O)C2C=CC=CC1=2)=O. (7) Given the product [Br:1][C:2]1[CH:3]=[CH:4][C:5]([Cl:11])=[C:6]([CH2:7][C:17]2[CH:16]=[CH:15][C:14]([O:19][CH2:20][CH3:21])=[C:13]([Cl:12])[CH:18]=2)[CH:10]=1, predict the reactants needed to synthesize it. The reactants are: [Br:1][C:2]1[CH:3]=[CH:4][C:5]([Cl:11])=[C:6]([CH:10]=1)[C:7](O)=O.[Cl:12][C:13]1[CH:18]=[CH:17][CH:16]=[CH:15][C:14]=1[O:19][CH2:20][CH3:21].